This data is from Experimentally validated miRNA-target interactions with 360,000+ pairs, plus equal number of negative samples. The task is: Binary Classification. Given a miRNA mature sequence and a target amino acid sequence, predict their likelihood of interaction. (1) The miRNA is mmu-miR-669n with sequence AUUUGUGUGUGGAUGUGUGU. The protein sequence of the target gene is MVQLRPRASRAPASAEAMVDEGQLASEEEEAEHGLLLGQPSSGAAAEPLEEDEEGDDEFDDEAPEELTFASAQAEAREEERRVRETVRRDKTLLKEKRKRREELFIEQKKRKLLPDTILEKLTTASQTNIKKSPGKVKEVNLQKKNEDCEKGNDSKKVKVQKVQSVSQNKSYLAVRLKDQDLRDSRQQAAQAFIHNSLYGPGTNRTTVNKFLSLANKRLPVKRAAVQFLNNAWGIQKKQNAKRFKRRWMVRKMKTKK. Result: 0 (no interaction). (2) The miRNA is hsa-miR-6502-3p with sequence UAGACCAUCUUUCUAGAGUAU. The protein sequence of the target gene is MEDEQPDSLEGWVPVREGLFAEPERHRLRFLVAWNGAEGKFAVTCHDRTAQQRRLREGARLGPEPEPKPEAAVSPSSWAGLLSAAGLRGAHRQLAALWPPLERCFPRLPPELDVGGGGAWGLGLGLWALLWPTRAGPGEAALQELCGQLERYLGAAADGCGGATVRDALFPAEGGAADCESPREFRERALRARWVEADARLRQVIQGHGKANTMVALMNVYQEEDEAYQELVTVATMFFQYLLQPFRAMREVATLCKLDILKSLDEDDLGPRRVVALEKEAEEWTRRAEEAVVSIQDITV.... Result: 1 (interaction).